Dataset: Reaction yield outcomes from USPTO patents with 853,638 reactions. Task: Predict the reaction yield, written as a fraction of the theoretical maximum amount of product (1.0 means a 100% yield; for example, 0.34 means a 34% yield). (1) The reactants are [CH3:1][S:2]([C:5]1[CH:21]=[CH:20][C:8]([O:9][C:10]2[CH:11]=[C:12]([OH:19])[CH:13]=[C:14]3[C:18]=2[NH:17][N:16]=[CH:15]3)=[CH:7][CH:6]=1)(=[O:4])=[O:3].C(N(CC)CC)C.[C:29](Cl)(=[O:34])[C:30]([CH3:33])([CH3:32])[CH3:31]. The catalyst is ClCCl.C(OCC)(=O)C. The product is [C:29]([O:19][C:12]1[CH:13]=[C:14]2[C:18](=[C:10]([O:9][C:8]3[CH:20]=[CH:21][C:5]([S:2]([CH3:1])(=[O:3])=[O:4])=[CH:6][CH:7]=3)[CH:11]=1)[NH:17][N:16]=[CH:15]2)(=[O:34])[C:30]([CH3:33])([CH3:32])[CH3:31]. The yield is 0.740. (2) The reactants are [CH:1]([N:4]1[CH2:12][C:11]2[C:10]([NH:13][CH2:14][C:15]3[CH:16]=[N:17][C:18]4[C:23]([CH:24]=3)=[CH:22][CH:21]=[CH:20][CH:19]=4)=[N:9][C:8]([N:25]3[CH2:30][CH2:29][NH:28][CH2:27][CH2:26]3)=[N:7][C:6]=2[C:5]1=[O:31])([CH3:3])[CH3:2].[CH3:32][S:33](Cl)(=[O:35])=[O:34]. The catalyst is C(Cl)Cl. The product is [CH3:2][CH:1]([N:4]1[CH2:12][C:11]2[C:10]([NH:13][CH2:14][C:15]3[CH:16]=[N:17][C:18]4[C:23]([CH:24]=3)=[CH:22][CH:21]=[CH:20][CH:19]=4)=[N:9][C:8]([N:25]3[CH2:26][CH2:27][N:28]([S:33]([CH3:32])(=[O:35])=[O:34])[CH2:29][CH2:30]3)=[N:7][C:6]=2[C:5]1=[O:31])[CH3:3]. The yield is 0.504.